From a dataset of Full USPTO retrosynthesis dataset with 1.9M reactions from patents (1976-2016). Predict the reactants needed to synthesize the given product. (1) Given the product [Cl:16][C:17]1[CH:22]=[CH:21][C:20]([C:23](=[N:2][NH:1][C:3]2[CH:8]=[C:7]([C:9]3[CH:14]=[CH:13][CH:12]=[CH:11][CH:10]=3)[N:6]=[C:5]([CH3:15])[N:4]=2)[CH3:24])=[CH:19][CH:18]=1, predict the reactants needed to synthesize it. The reactants are: [NH:1]([C:3]1[CH:8]=[C:7]([C:9]2[CH:14]=[CH:13][CH:12]=[CH:11][CH:10]=2)[N:6]=[C:5]([CH3:15])[N:4]=1)[NH2:2].[Cl:16][C:17]1[CH:22]=[CH:21][C:20]([C:23](=O)[CH3:24])=[CH:19][CH:18]=1. (2) Given the product [N:15]1[C:13]2[CH2:14][NH:8][CH2:9][CH2:10][O:11][C:12]=2[N:18]=[C:17]([NH2:19])[CH:16]=1, predict the reactants needed to synthesize it. The reactants are: C([N:8]1[CH2:14][C:13]2[N:15]=[CH:16][C:17]([NH2:19])=[N:18][C:12]=2[O:11][CH2:10][CH2:9]1)C1C=CC=CC=1. (3) Given the product [C:2]([C:3]1[S:29][C:6]([C:7]2[CH:12]=[CH:11][CH:10]=[CH:9][C:8]=2[N+:13]([O-:15])=[O:14])=[N:5][CH:4]=1)([CH3:19])([CH3:18])[CH3:1], predict the reactants needed to synthesize it. The reactants are: [CH3:1][C:2]([CH3:19])([CH3:18])[C:3](=O)[CH2:4][NH:5][C:6](=O)[C:7]1[CH:12]=[CH:11][CH:10]=[CH:9][C:8]=1[N+:13]([O-:15])=[O:14].COC1C=CC(P2(SP(C3C=CC(OC)=CC=3)(=S)S2)=[S:29])=CC=1. (4) Given the product [Cl:17][C:8]([C:7]1[CH:6]=[C:5]([CH:13]=[CH:12][CH:11]=1)[C:3]([O:2][CH3:1])=[O:4])=[O:9], predict the reactants needed to synthesize it. The reactants are: [CH3:1][O:2][C:3]([C:5]1[CH:6]=[C:7]([CH:11]=[CH:12][CH:13]=1)[C:8](O)=[O:9])=[O:4].C(Cl)(=O)C([Cl:17])=O. (5) Given the product [C:22]([C:26]1[CH:30]=[C:29]([CH2:31][NH:32][C:3](=[O:5])[C:2]([CH3:1])([S:7]([CH:10]2[CH2:15][CH2:14][O:13][CH2:12][CH2:11]2)(=[O:9])=[O:8])[CH3:6])[O:28][N:27]=1)([CH3:25])([CH3:23])[CH3:24], predict the reactants needed to synthesize it. The reactants are: [CH3:1][C:2]([S:7]([CH:10]1[CH2:15][CH2:14][O:13][CH2:12][CH2:11]1)(=[O:9])=[O:8])([CH3:6])[C:3]([OH:5])=O.C(Cl)(=O)C(Cl)=O.[C:22]([C:26]1[CH:30]=[C:29]([CH2:31][NH2:32])[O:28][N:27]=1)([CH3:25])([CH3:24])[CH3:23].C(N(CC)C(C)C)(C)C.